Dataset: Catalyst prediction with 721,799 reactions and 888 catalyst types from USPTO. Task: Predict which catalyst facilitates the given reaction. (1) Product: [C:1]([CH2:3][C:4]1[C:5]([CH3:34])=[C:6]([NH:12][C:13]([C:15]2[S:16][CH:17]=[CH:18][C:19]=2[S:20](=[O:22])(=[O:21])[NH:23][C:27]2[O:31][N:30]=[C:29]([CH3:32])[C:28]=2[CH3:33])=[O:14])[C:7]([CH3:11])=[CH:8][C:9]=1[CH3:10])#[N:2]. Reactant: [C:1]([CH2:3][C:4]1[C:5]([CH3:34])=[C:6]([NH:12][C:13]([C:15]2[S:16][CH:17]=[CH:18][C:19]=2[S:20]([N:23]([C:27]2[O:31][N:30]=[C:29]([CH3:32])[C:28]=2[CH3:33])COC)(=[O:22])=[O:21])=[O:14])[C:7]([CH3:11])=[CH:8][C:9]=1[CH3:10])#[N:2].Cl. The catalyst class is: 1. (2) Reactant: Cl.[NH:2]1[CH2:7][CH2:6][C:5]([C:8]2[CH:13]=[CH:12][C:11]([N:14]3[CH2:18][C@H:17]([CH2:19][N:20]4[CH:24]=[CH:23][N:22]=[N:21]4)[O:16][C:15]3=[O:25])=[CH:10][C:9]=2[F:26])=[CH:4][CH2:3]1.C(N(CC)CC)C.[CH:34](OCC)=[O:35]. Product: [CH:34]([N:2]1[CH2:7][CH2:6][C:5]([C:8]2[CH:13]=[CH:12][C:11]([N:14]3[CH2:18][C@H:17]([CH2:19][N:20]4[CH:24]=[CH:23][N:22]=[N:21]4)[O:16][C:15]3=[O:25])=[CH:10][C:9]=2[F:26])=[CH:4][CH2:3]1)=[O:35]. The catalyst class is: 13.